The task is: Predict the product of the given reaction.. This data is from Forward reaction prediction with 1.9M reactions from USPTO patents (1976-2016). (1) Given the reactants [H-].[Na+].[CH2:3]([O:6][C:7]1[CH:11]=[C:10]([CH2:12][CH2:13][C:14]([O:16][CH2:17][CH3:18])=[O:15])[NH:9][N:8]=1)[CH2:4][CH3:5].[CH3:19][O:20][C:21]1[CH:28]=[CH:27][CH:26]=[CH:25][C:22]=1[CH2:23]Cl.O, predict the reaction product. The product is: [CH3:19][O:20][C:21]1[CH:28]=[CH:27][CH:26]=[CH:25][C:22]=1[CH2:23][N:9]1[C:10]([CH2:12][CH2:13][C:14]([O:16][CH2:17][CH3:18])=[O:15])=[CH:11][C:7]([O:6][CH2:3][CH2:4][CH3:5])=[N:8]1. (2) Given the reactants Br[C:2]1[CH:7]=[CH:6][CH:5]=[C:4]([F:8])[C:3]=1[F:9].[C:10]([N:17]1[CH2:21][CH2:20][C:19](=[O:22])[CH2:18]1)([O:12][C:13]([CH3:16])([CH3:15])[CH3:14])=[O:11], predict the reaction product. The product is: [F:9][C:3]1[C:4]([F:8])=[CH:5][CH:6]=[CH:7][C:2]=1[C:19]1([OH:22])[CH2:20][CH2:21][N:17]([C:10]([O:12][C:13]([CH3:15])([CH3:14])[CH3:16])=[O:11])[CH2:18]1. (3) Given the reactants [F:1][C:2]1[CH:9]=[C:6]([CH:7]=[O:8])[C:5]([OH:10])=[CH:4][CH:3]=1.[F:11][C:12]1[CH:19]=[CH:18][C:15]([CH2:16]Br)=[CH:14][CH:13]=1.C([O-])([O-])=O.[K+].[K+].[NH4+].[Cl-], predict the reaction product. The product is: [F:1][C:2]1[CH:3]=[CH:4][C:5]([O:10][CH2:16][C:15]2[CH:18]=[CH:19][C:12]([F:11])=[CH:13][CH:14]=2)=[C:6]([CH:9]=1)[CH:7]=[O:8].